Task: Predict the reactants needed to synthesize the given product.. Dataset: Full USPTO retrosynthesis dataset with 1.9M reactions from patents (1976-2016) (1) Given the product [Br:1][C:2]1[CH:9]=[CH:8][C:5]([CH:6]([OH:7])[CH2:16][CH:12]=[CH2:13])=[CH:4][C:3]=1[F:10], predict the reactants needed to synthesize it. The reactants are: [Br:1][C:2]1[CH:9]=[CH:8][C:5]([CH:6]=[O:7])=[CH:4][C:3]=1[F:10].[Cl-].[CH2:12]1[CH2:16]OC[CH2:13]1. (2) Given the product [C:8]([C:12]1[CH:16]=[C:15]([NH:17][C:18]([NH:37][C:36]2[CH:38]=[CH:39][C:40]([O:43][C:44]3[CH:49]=[CH:48][N:47]=[C:46]([Cl:50])[N:45]=3)=[C:41]([Cl:42])[C:35]=2[Cl:34])=[O:26])[N:14]([C:27]2[CH:32]=[CH:31][C:30]([CH3:33])=[CH:29][CH:28]=2)[N:13]=1)([CH3:9])([CH3:11])[CH3:10], predict the reactants needed to synthesize it. The reactants are: CCN(CC)CC.[C:8]([C:12]1[CH:16]=[C:15]([NH:17][C:18](=[O:26])OC2C=CC=CC=2)[N:14]([C:27]2[CH:32]=[CH:31][C:30]([CH3:33])=[CH:29][CH:28]=2)[N:13]=1)([CH3:11])([CH3:10])[CH3:9].[Cl:34][C:35]1[C:41]([Cl:42])=[C:40]([O:43][C:44]2[CH:49]=[CH:48][N:47]=[C:46]([Cl:50])[N:45]=2)[CH:39]=[CH:38][C:36]=1[NH2:37]. (3) Given the product [Cl:33][C:34]1[CH:35]=[C:36]([CH:40]=[CH:41][CH:42]=1)[C:37]([NH:13][CH2:14][C:15]1[CH:23]=[CH:22][CH:21]=[C:20]2[C:16]=1[CH2:17][N:18]([CH:25]1[CH2:30][CH2:29][C:28](=[O:31])[NH:27][C:26]1=[O:32])[C:19]2=[O:24])=[O:38], predict the reactants needed to synthesize it. The reactants are: N12CCCN=C1CCCCC2.Cl.[NH2:13][CH2:14][C:15]1[CH:23]=[CH:22][CH:21]=[C:20]2[C:16]=1[CH2:17][N:18]([CH:25]1[CH2:30][CH2:29][C:28](=[O:31])[NH:27][C:26]1=[O:32])[C:19]2=[O:24].[Cl:33][C:34]1[CH:35]=[C:36]([CH:40]=[CH:41][CH:42]=1)[C:37](Cl)=[O:38].